Predict the product of the given reaction. From a dataset of Forward reaction prediction with 1.9M reactions from USPTO patents (1976-2016). (1) Given the reactants [Cl-].O[NH3+:3].[C:4](=[O:7])([O-])[OH:5].[Na+].CS(C)=O.[CH2:13]([C:17]1[N:18]=[C:19]([CH:45]2[CH2:47][CH2:46]2)[N:20]([C:39]2[CH:44]=[CH:43][CH:42]=[CH:41][CH:40]=2)[C:21](=[O:38])[C:22]=1[CH2:23][C:24]1[CH:29]=[CH:28][C:27]([C:30]2[C:31]([C:36]#[N:37])=[CH:32][CH:33]=[CH:34][CH:35]=2)=[CH:26][CH:25]=1)[CH2:14][CH2:15][CH3:16], predict the reaction product. The product is: [CH2:13]([C:17]1[N:18]=[C:19]([CH:45]2[CH2:46][CH2:47]2)[N:20]([C:39]2[CH:44]=[CH:43][CH:42]=[CH:41][CH:40]=2)[C:21](=[O:38])[C:22]=1[CH2:23][C:24]1[CH:29]=[CH:28][C:27]([C:30]2[CH:35]=[CH:34][CH:33]=[CH:32][C:31]=2[C:36]2[NH:3][C:4](=[O:7])[O:5][N:37]=2)=[CH:26][CH:25]=1)[CH2:14][CH2:15][CH3:16]. (2) Given the reactants I[C:2]1[CH:3]=[N:4][N:5]([CH3:16])[C:6]=1[C:7]1[CH:8]=[C:9]([C:12]([O:14][CH3:15])=[O:13])[S:10][CH:11]=1.[F-].[K+].C([Si](CC)(CC)[C:22]([F:25])([F:24])[F:23])C, predict the reaction product. The product is: [CH3:16][N:5]1[C:6]([C:7]2[CH:8]=[C:9]([C:12]([O:14][CH3:15])=[O:13])[S:10][CH:11]=2)=[C:2]([C:22]([F:25])([F:24])[F:23])[CH:3]=[N:4]1. (3) Given the reactants C(=O)([O-])N.[C:5]([O:9][C:10]([N:12]([C:20]1[C:25]([CH3:27])([CH3:26])[S:24](=[O:29])(=[O:28])[C@@H:23]([CH2:30][C@@H:31]([OH:33])[CH3:32])[C@:22]([C:35]2[CH:40]=[C:39]([N+:41]([O-:43])=[O:42])[CH:38]=[CH:37][C:36]=2F)([CH3:34])[N:21]=1)[C:13](=[O:19])[O:14][C:15]([CH3:18])([CH3:17])[CH3:16])=[O:11])([CH3:8])([CH3:7])[CH3:6].C(=O)([O-])[O-].[Cs+].[Cs+], predict the reaction product. The product is: [CH3:27][C:25]1([CH3:26])[S:24](=[O:29])(=[O:28])[C@@H:23]2[CH2:30][C@H:31]([CH3:32])[O:33][C:36]3[CH:37]=[CH:38][C:39]([N+:41]([O-:43])=[O:42])=[CH:40][C:35]=3[C@@:22]2([CH3:34])[N:21]=[C:20]1[N:12]([C:10]([O:9][C:5]([CH3:8])([CH3:7])[CH3:6])=[O:11])[C:13](=[O:19])[O:14][C:15]([CH3:16])([CH3:18])[CH3:17]. (4) Given the reactants [Br:1][C:2]1[N:7]=[C:6]([C:8](=[S:10])[NH2:9])[CH:5]=[CH:4][CH:3]=1.Br[CH2:12][C:13](=O)[CH2:14][OH:15].O, predict the reaction product. The product is: [Br:1][C:2]1[N:7]=[C:6]([C:8]2[S:10][CH:12]=[C:13]([CH2:14][OH:15])[N:9]=2)[CH:5]=[CH:4][CH:3]=1. (5) Given the reactants [I-].[C:2]1([C:23]2[CH:28]=[CH:27][CH:26]=[CH:25][CH:24]=2)[CH:7]=[CH:6][CH:5]=[C:4]([C:8]2[CH:13]=[N+:12]([CH3:14])[CH:11]=[C:10]3[N:15]([CH3:22])[C:16]([C:18]([O:20]C)=[O:19])=[CH:17][C:9]=23)[CH:3]=1.[ClH:29], predict the reaction product. The product is: [Cl-:29].[C:2]1([C:23]2[CH:24]=[CH:25][CH:26]=[CH:27][CH:28]=2)[CH:7]=[CH:6][CH:5]=[C:4]([C:8]2[CH:13]=[N+:12]([CH3:14])[CH:11]=[C:10]3[N:15]([CH3:22])[C:16]([C:18]([OH:20])=[O:19])=[CH:17][C:9]=23)[CH:3]=1. (6) Given the reactants [CH3:1][O:2][CH2:3][CH2:4][O:5][C:6]1[C:11]([O:12][CH2:13][CH2:14][O:15][CH3:16])=[CH:10][C:9]([C:17](=[O:19])[CH3:18])=[C:8]([N+:20]([O-])=O)[CH:7]=1.CO.C1COCC1.[Cl-].[NH4+], predict the reaction product. The product is: [NH2:20][C:8]1[CH:7]=[C:6]([O:5][CH2:4][CH2:3][O:2][CH3:1])[C:11]([O:12][CH2:13][CH2:14][O:15][CH3:16])=[CH:10][C:9]=1[C:17](=[O:19])[CH3:18]. (7) Given the reactants [CH:1]1([N:7]2[C:12]([OH:13])=[C:11]([C:14]([NH:16][CH2:17][C:18]([O:20]CC)=[O:19])=[O:15])[C:10](=[O:23])[NH:9][C:8]2=[O:24])[CH2:6][CH2:5][CH2:4][CH2:3][CH2:2]1.C(=O)([O-])[O-].[K+].[K+].[F:31][C:32]1[CH:39]=[C:38]([F:40])[CH:37]=[C:36]([F:41])[C:33]=1[CH2:34]Br.Cl, predict the reaction product. The product is: [CH:1]1([N:7]2[C:12]([OH:13])=[C:11]([C:14]([NH:16][CH2:17][C:18]([OH:20])=[O:19])=[O:15])[C:10](=[O:23])[N:9]([CH2:34][C:33]3[C:32]([F:31])=[CH:39][C:38]([F:40])=[CH:37][C:36]=3[F:41])[C:8]2=[O:24])[CH2:2][CH2:3][CH2:4][CH2:5][CH2:6]1. (8) Given the reactants [C:1]([O:4][CH:5]([O:7][C:8](=[O:14])[CH2:9][CH2:10][C:11]([OH:13])=[O:12])[CH3:6])(=[O:3])[CH3:2].Br[CH2:16][O:17][C:18](=[O:20])[CH3:19].C(=O)([O-])[O-].[Cs+].[Cs+], predict the reaction product. The product is: [C:18]([O:17][CH2:16][O:12][C:11](=[O:13])[CH2:10][CH2:9][C:8]([O:7][CH:5]([O:4][C:1](=[O:3])[CH3:2])[CH3:6])=[O:14])(=[O:20])[CH3:19].